This data is from Experimentally validated miRNA-target interactions with 360,000+ pairs, plus equal number of negative samples. The task is: Binary Classification. Given a miRNA mature sequence and a target amino acid sequence, predict their likelihood of interaction. (1) The protein sequence of the target gene is MATGLGEPVYGLSEDEGESRILRVKVVSGIDLAKKDIFGASDPYVKLSLYVADENRELALVQTKTIKKTLNPKWNEEFYFRVNPSNHRLLFEVFDENRLTRDDFLGQVDVPLSHLPTEDPTMERPYTFKDFLLRPRSHKSRVKGFLRLKMAYMPKNGGQDEENSDQRDDMEHGWEVVDSNDSASQHQEELPPPPLPPGWEEKVDNLGRTYYVNHNNRTTQWHRPSLMDVSSESDNNIRQINQEAAHRRFRSRRHISEDLEPEPSEGGDVPEPWETISEEVNIAGDSLGLALPPPPASPGS.... Result: 0 (no interaction). The miRNA is hsa-miR-6783-3p with sequence UUCCUGGGCUUCUCCUCUGUAG. (2) The miRNA is rno-miR-99b-5p with sequence CACCCGUAGAACCGACCUUGCG. The protein sequence of the target gene is MSKRKAPQETLNGGITDMLVELANFEKNVSQAIHKYNAYRKAASVIAKYPHKIKSGAEAKKLPGVGTKIAEKIDEFLATGKLRKLEKIRQDDTSSSINFLTRVTGIGPSAARKFVDEGIKTLEDLRKNEDKLNHHQRIGLKYFEDFEKRIPREEMLQMQDIVLNEIKKVDSEYIATVCGSFRRGAESSGDMDVLLTHPNFTSESSKQPKLLHRVVEQLQKVHFITDTLSKGETKFMGVCQLPSEKDGKEYPHRRIDIRLIPKDQYYCGVLYFTGSDIFNKNMRAHALEKGFTINEYTIRP.... Result: 0 (no interaction). (3) The miRNA is hsa-miR-181a-2-3p with sequence ACCACUGACCGUUGACUGUACC. The protein sequence of the target gene is MVRGWEPPPGLDCAISEGHKSEGTMPPNKEASGLSSSPAGLICLPPISEELQLVWTQAAQTSELDSNEHLLKTFSYFPYPSLADIALLCLRYGLQMEKVKTWFMAQRLRCGISWSSEEIEETRARVVYRRDQLHFKSLLSFTHHAGRPPEEVPPPPVPAPEQVGIGIGPPTLSKPTQTKGLKVEPEEPSQMPPLPQSHQKLKESLMTPGSGAFPYQSDFWQHLQSSGLSKEQAGRGPNQSHGIGTASWNHSTTVPQPQARDKPPPIALIASSCKEESASSVTPSSSSTSSSFQVLANGAT.... Result: 0 (no interaction).